Dataset: Peptide-MHC class I binding affinity with 185,985 pairs from IEDB/IMGT. Task: Regression. Given a peptide amino acid sequence and an MHC pseudo amino acid sequence, predict their binding affinity value. This is MHC class I binding data. (1) The binding affinity (normalized) is 0.00707. The peptide sequence is SVEKIKQTGI. The MHC is HLA-A02:02 with pseudo-sequence HLA-A02:02. (2) The peptide sequence is SLSKEVKSF. The MHC is HLA-B07:02 with pseudo-sequence HLA-B07:02. The binding affinity (normalized) is 0. (3) The peptide sequence is MTVDEVEDY. The MHC is HLA-A69:01 with pseudo-sequence HLA-A69:01. The binding affinity (normalized) is 0.0847. (4) The peptide sequence is TTSLFLHLV. The MHC is H-2-Db with pseudo-sequence H-2-Db. The binding affinity (normalized) is 0.